This data is from Catalyst prediction with 721,799 reactions and 888 catalyst types from USPTO. The task is: Predict which catalyst facilitates the given reaction. (1) Reactant: [Cl:1][C:2]1[CH:10]=[N:9][CH:8]=[C:7]([Cl:11])[C:3]=1[C:4]([OH:6])=O.[NH2:12][C:13]1[CH:20]=[CH:19][C:16]([CH2:17][OH:18])=[CH:15][CH:14]=1.C1COCC1. Product: [Cl:11][C:7]1[CH:8]=[N:9][CH:10]=[C:2]([Cl:1])[C:3]=1[C:4]([NH:12][C:13]1[CH:20]=[CH:19][C:16]([CH2:17][OH:18])=[CH:15][CH:14]=1)=[O:6]. The catalyst class is: 309. (2) Reactant: [C:1]([O:5][C:6]([N:8]1[CH2:14][CH2:13][C:12]2[C:15]([CH:20]=[CH:21][CH2:22][CH2:23][CH2:24][NH:25][C:26]([CH:28]3[CH2:32][CH2:31][CH2:30][CH2:29]3)=[O:27])=[C:16]([Cl:19])[CH:17]=[CH:18][C:11]=2[CH2:10][CH2:9]1)=[O:7])([CH3:4])([CH3:3])[CH3:2].[H][H]. Product: [C:1]([O:5][C:6]([N:8]1[CH2:14][CH2:13][C:12]2[C:15]([CH2:20][CH2:21][CH2:22][CH2:23][CH2:24][NH:25][C:26]([CH:28]3[CH2:29][CH2:30][CH2:31][CH2:32]3)=[O:27])=[C:16]([Cl:19])[CH:17]=[CH:18][C:11]=2[CH2:10][CH2:9]1)=[O:7])([CH3:4])([CH3:2])[CH3:3]. The catalyst class is: 99.